This data is from Reaction yield outcomes from USPTO patents with 853,638 reactions. The task is: Predict the reaction yield, written as a fraction of the theoretical maximum amount of product (1.0 means a 100% yield; for example, 0.34 means a 34% yield). (1) The reactants are Br[C:2]1[N:3](C(OC(C)(C)C)=O)[C:4]([C:7]2[CH:12]=[C:11]([O:13][C:14]3[CH:19]=[CH:18][C:17]([S:20]([CH3:23])(=[O:22])=[O:21])=[CH:16][CH:15]=3)[CH:10]=[C:9]([O:24][C@@H:25]([CH3:29])[CH2:26][O:27][CH3:28])[CH:8]=2)=[CH:5][CH:6]=1.[NH:37]1[CH:41]=[CH:40][C:39](B(O)O)=[N:38]1.C(=O)([O-])[O-].[K+].[K+]. The catalyst is COCCOC.O. The product is [CH3:28][O:27][CH2:26][C@H:25]([CH3:29])[O:24][C:9]1[CH:8]=[C:7]([C:4]2[NH:3][C:2]([C:41]3[CH:40]=[CH:39][NH:38][N:37]=3)=[CH:6][CH:5]=2)[CH:12]=[C:11]([O:13][C:14]2[CH:15]=[CH:16][C:17]([S:20]([CH3:23])(=[O:21])=[O:22])=[CH:18][CH:19]=2)[CH:10]=1. The yield is 0.350. (2) The reactants are C[I:2].[NH2:3][C@H:4]([C:9]([OH:11])=[O:10])[CH2:5][CH2:6][S:7][CH3:8]. The catalyst is O. The product is [I-:2].[CH3:6][SH2+:7].[NH2:3][C@H:4]([C:9]([OH:11])=[O:10])[CH2:5][CH2:6][S:7][CH3:8]. The yield is 0.960. (3) The reactants are [CH3:1][O:2][C:3](=[O:15])[C:4]1[CH:12]=[CH:11][C:7]([C:8]([OH:10])=O)=[C:6]([O:13][CH3:14])[CH:5]=1.C(Cl)CCl.C1C=[N:24][C:23]2N(O)N=NC=2C=1.CCN(C(C)C)C(C)C.CN[CH2:41][CH2:42][N:43]1[CH2:48][CH2:47][CH:46]([O:49][C:50](=[O:64])[NH:51][C:52]2[CH:57]=[CH:56][CH:55]=[CH:54][C:53]=2[C:58]2[CH:63]=[CH:62][CH:61]=[CH:60][CH:59]=2)[CH2:45][CH2:44]1. The catalyst is CN(C=O)C. The product is [CH3:1][O:2][C:3](=[O:15])[C:4]1[CH:12]=[CH:11][C:7]([C:8]([NH:24][CH3:23])=[O:10])=[C:6]([O:13][CH3:14])[C:5]=1[CH2:41][CH2:42][N:43]1[CH2:44][CH2:45][CH:46]([O:49][C:50](=[O:64])[NH:51][C:52]2[CH:57]=[CH:56][CH:55]=[CH:54][C:53]=2[C:58]2[CH:63]=[CH:62][CH:61]=[CH:60][CH:59]=2)[CH2:47][CH2:48]1. The yield is 0.890.